This data is from Full USPTO retrosynthesis dataset with 1.9M reactions from patents (1976-2016). The task is: Predict the reactants needed to synthesize the given product. (1) Given the product [F:37][C:34]1[CH:35]=[CH:36][C:31]([C:20]2[N:16]([CH:11]3[CH2:12][CH2:13][CH2:14][CH2:15][O:10]3)[N:17]=[CH:18][CH:19]=2)=[N:32][CH:33]=1, predict the reactants needed to synthesize it. The reactants are: C([O-])([O-])=O.[Na+].[Na+].CCO.[O:10]1[CH2:15][CH2:14][CH2:13][CH2:12][CH:11]1[N:16]1[C:20](B2OC(C)(C)C(C)(C)O2)=[CH:19][CH:18]=[N:17]1.Br[C:31]1[CH:36]=[CH:35][C:34]([F:37])=[CH:33][N:32]=1. (2) Given the product [C:1]([O:5][C:6](=[O:18])[CH2:7][N:8]1[C:16]2[C:11](=[CH:12][CH:13]=[C:14]([O:17][CH2:33][CH2:32][C:30]3[N:31]=[C:27]([C:24]4[CH:23]=[CH:22][C:21]([C:20]([F:36])([F:19])[F:35])=[CH:26][CH:25]=4)[S:28][CH:29]=3)[CH:15]=2)[CH:10]=[CH:9]1)([CH3:4])([CH3:2])[CH3:3], predict the reactants needed to synthesize it. The reactants are: [C:1]([O:5][C:6](=[O:18])[CH2:7][N:8]1[C:16]2[C:11](=[CH:12][CH:13]=[C:14]([OH:17])[CH:15]=2)[CH:10]=[CH:9]1)([CH3:4])([CH3:3])[CH3:2].[F:19][C:20]([F:36])([F:35])[C:21]1[CH:26]=[CH:25][C:24]([C:27]2[S:28][CH:29]=[C:30]([CH2:32][CH2:33]O)[N:31]=2)=[CH:23][CH:22]=1.C1(P(C2C=CC=CC=2)C2C=CC=CC=2)C=CC=CC=1.N(C(OC(C)(C)C)=O)=NC(OC(C)(C)C)=O. (3) Given the product [Cl:1][C:2]1[C:3]([Cl:29])=[CH:4][C:5]2[C:6]3[CH2:21][CH2:20][N:19]([C:22]([O:24][C:25]([CH3:27])([CH3:26])[CH3:28])=[O:23])[CH2:18][CH2:17][C:7]=3[N:8]([CH2:11][CH2:12][OH:13])[C:9]=2[CH:10]=1, predict the reactants needed to synthesize it. The reactants are: [Cl:1][C:2]1[C:3]([Cl:29])=[CH:4][C:5]2[C:6]3[CH2:21][CH2:20][N:19]([C:22]([O:24][C:25]([CH3:28])([CH3:27])[CH3:26])=[O:23])[CH2:18][CH2:17][C:7]=3[N:8]([CH2:11][C:12](OCC)=[O:13])[C:9]=2[CH:10]=1.[Li+].[BH4-].[OH-].[Na+].CCOC(C)=O. (4) The reactants are: [C:1]([C:3]1[CH:4]=[CH:5][C:6]2[O:10][C:9]([CH2:11][N:12]3[CH2:16][CH2:15][CH2:14][CH2:13]3)=[N:8][C:7]=2[CH:17]=1)#[CH:2].Br[C:19]1[CH:28]=[CH:27][C:26]2[C:21](=[CH:22][CH:23]=[C:24]([C:29]3[CH:34]=[CH:33][C:32]([Cl:35])=[CH:31][CH:30]=3)[CH:25]=2)[N:20]=1. Given the product [Cl:35][C:32]1[CH:31]=[CH:30][C:29]([C:24]2[CH:25]=[C:26]3[C:21](=[CH:22][CH:23]=2)[N:20]=[C:19]([C:2]#[C:1][C:3]2[CH:4]=[CH:5][C:6]4[O:10][C:9]([CH2:11][N:12]5[CH2:16][CH2:15][CH2:14][CH2:13]5)=[N:8][C:7]=4[CH:17]=2)[CH:28]=[CH:27]3)=[CH:34][CH:33]=1, predict the reactants needed to synthesize it. (5) Given the product [C:23]([O:27][C:28]([N:30]1[CH2:35][CH2:34][N:33]([C:20]([C:15]2[NH:16][C:17]3[C:13]([CH:14]=2)=[CH:12][C:11]([O:10][CH:7]2[CH2:8][CH2:9][N:4]([CH:2]([CH3:1])[CH3:3])[CH2:5][CH2:6]2)=[CH:19][CH:18]=3)=[O:21])[CH2:32][CH2:31]1)=[O:29])([CH3:26])([CH3:24])[CH3:25], predict the reactants needed to synthesize it. The reactants are: [CH3:1][CH:2]([N:4]1[CH2:9][CH2:8][CH:7]([O:10][C:11]2[CH:12]=[C:13]3[C:17](=[CH:18][CH:19]=2)[NH:16][C:15]([C:20](O)=[O:21])=[CH:14]3)[CH2:6][CH2:5]1)[CH3:3].[C:23]([O:27][C:28]([N:30]1[CH2:35][CH2:34][NH:33][CH2:32][CH2:31]1)=[O:29])([CH3:26])([CH3:25])[CH3:24]. (6) Given the product [CH2:2]([O:4][C:5]([C:7]1([CH2:20][O:21][CH2:22][C:23]2[CH:24]=[CH:25][CH:26]=[CH:27][CH:28]=2)[CH2:8][CH2:9][NH:10][CH2:11][CH2:12]1)=[O:6])[CH3:3], predict the reactants needed to synthesize it. The reactants are: Cl.[CH2:2]([O:4][C:5]([C:7]1([CH2:20][O:21][CH2:22][C:23]2[CH:28]=[CH:27][CH:26]=[CH:25][CH:24]=2)[CH2:12][CH2:11][N:10](C(OC(C)(C)C)=O)[CH2:9][CH2:8]1)=[O:6])[CH3:3]. (7) Given the product [F:1][C@:2]1([CH2:9][OH:10])[CH2:7][C@H:6]2[O:8][C@@H:3]1[CH2:4][CH2:5]2, predict the reactants needed to synthesize it. The reactants are: [F:1][C:2]1([C:9](OC)=[O:10])[CH2:7][CH:6]2[O:8][CH:3]1[CH2:4][CH2:5]2.[H-].[H-].[H-].[H-].[Li+].[Al+3].C1COCC1.